This data is from Forward reaction prediction with 1.9M reactions from USPTO patents (1976-2016). The task is: Predict the product of the given reaction. (1) Given the reactants [CH3:1][N:2]1[CH2:7][CH2:6][N:5]([C:8]2[CH:13]=[CH:12][C:11](N)=[CH:10][CH:9]=2)[CH2:4][CH2:3]1.BrC1C=C([NH2:22])C=CC=1, predict the reaction product. The product is: [CH3:1][N:2]1[CH2:7][CH2:6][N:5]([C:8]2[CH:13]=[C:12]([NH2:22])[CH:11]=[CH:10][CH:9]=2)[CH2:4][CH2:3]1. (2) Given the reactants [C:1]([O:5][CH2:6][CH2:7][OH:8])(=[O:4])[CH:2]=[CH2:3].O[C:10]1C=CC(CCOC(=O)C(C)=C)=CC=1N1N=C2C=CC=CC2=N1, predict the reaction product. The product is: [C:1]([O:5][CH2:6][CH2:7][OH:8])(=[O:4])[C:2]([CH3:10])=[CH2:3]. (3) Given the reactants Cl[C:2]1[C:3]([C:8]2[C:9]([F:15])=[C:10]([NH2:14])[CH:11]=[CH:12][CH:13]=2)=[N:4][CH:5]=[CH:6][CH:7]=1.Br[C:17]1C(C)=CC=CN=1, predict the reaction product. The product is: [F:15][C:9]1[C:8]([C:3]2[C:2]([CH3:17])=[CH:7][CH:6]=[CH:5][N:4]=2)=[CH:13][CH:12]=[CH:11][C:10]=1[NH2:14].